From a dataset of Forward reaction prediction with 1.9M reactions from USPTO patents (1976-2016). Predict the product of the given reaction. (1) The product is: [CH2:18]([C:13]1=[N:14][NH:15][C:16](=[O:17])/[C:12]/1=[C:4]1\[NH:5][C:6]2[C:11]([C:2]([S:35][C:32]3[CH:31]=[CH:30][C:29]([NH:28][C:25](=[O:27])[CH3:26])=[CH:34][CH:33]=3)=[CH:3]\1)=[CH:10][CH:9]=[CH:8][CH:7]=2)[C:19]1[CH:24]=[CH:23][CH:22]=[CH:21][CH:20]=1. Given the reactants Cl[C:2]1[C:11]2[C:6](=[CH:7][CH:8]=[CH:9][CH:10]=2)[NH:5]/[C:4](=[C:12]2/[C:13]([CH2:18][C:19]3[CH:24]=[CH:23][CH:22]=[CH:21][CH:20]=3)=[N:14][NH:15][C:16]/2=[O:17])/[CH:3]=1.[C:25]([NH:28][C:29]1[CH:34]=[CH:33][C:32]([SH:35])=[CH:31][CH:30]=1)(=[O:27])[CH3:26], predict the reaction product. (2) Given the reactants Br[C:2]1[CH:10]=[CH:9][C:8]2[C:4](=[CH:5][N:6]([CH3:11])[N:7]=2)[C:3]=1[CH:12]1[CH2:14][CH:13]1[CH2:15][NH:16][C:17](=[O:19])[CH3:18].[CH3:20]B(O)O.C1(P(C2CCCCC2)C2C=CC=CC=2C2C(C(C)C)=CC(C(C)C)=CC=2C(C)C)CCCCC1.C(=O)([O-])[O-].[K+].[K+], predict the reaction product. The product is: [CH3:11][N:6]1[CH:5]=[C:4]2[C:8]([CH:9]=[CH:10][C:2]([CH3:20])=[C:3]2[CH:12]2[CH2:14][CH:13]2[CH2:15][NH:16][C:17](=[O:19])[CH3:18])=[N:7]1.